This data is from Catalyst prediction with 721,799 reactions and 888 catalyst types from USPTO. The task is: Predict which catalyst facilitates the given reaction. (1) Reactant: CS(O[CH2:6][CH2:7][CH:8]([C:22]1[CH:27]=[CH:26][C:25]([Cl:28])=[CH:24][CH:23]=1)[C:9]1[C:17]2[C:12](=[C:13]([CH2:19][S:20][CH3:21])[CH:14]=[C:15]([F:18])[CH:16]=2)[NH:11][CH:10]=1)(=O)=O.[C-:29]#[N:30].[K+]. Product: [Cl:28][C:25]1[CH:26]=[CH:27][C:22]([CH:8]([C:9]2[C:17]3[C:12](=[C:13]([CH2:19][S:20][CH3:21])[CH:14]=[C:15]([F:18])[CH:16]=3)[NH:11][CH:10]=2)[CH2:7][CH2:6][C:29]#[N:30])=[CH:23][CH:24]=1. The catalyst class is: 3. (2) Reactant: Br[C:2]1[C:3]([F:28])=[C:4]([N:8]2[CH:13]=[C:12]([O:14][CH3:15])[C:11](=[O:16])[C:10]([C:17]3[N:21]([C:22]4[CH:27]=[CH:26][CH:25]=[CH:24][CH:23]=4)[N:20]=[CH:19][CH:18]=3)=[N:9]2)[CH:5]=[CH:6][CH:7]=1.[NH:29]1[CH2:34][CH2:33][CH2:32][CH2:31][C:30]1=[O:35].CNCCNC.[O-]P([O-])([O-])=O.[K+].[K+].[K+].C([O-])(O)=O.[Na+]. Product: [F:28][C:3]1[C:2]([N:29]2[CH2:34][CH2:33][CH2:32][CH2:31][C:30]2=[O:35])=[CH:7][CH:6]=[CH:5][C:4]=1[N:8]1[CH:13]=[C:12]([O:14][CH3:15])[C:11](=[O:16])[C:10]([C:17]2[N:21]([C:22]3[CH:27]=[CH:26][CH:25]=[CH:24][CH:23]=3)[N:20]=[CH:19][CH:18]=2)=[N:9]1. The catalyst class is: 185. (3) Product: [C:25]1([NH:31][C:32](=[O:49])[CH2:33][C:34]2[CH:39]=[CH:38][C:37]([C:10]3[C:3]4[C:2]([Cl:1])=[N:7][CH:6]=[N:5][C:4]=4[N:8]([CH:12]4[CH2:17][CH2:16][CH:15]([N:18]5[CH2:23][CH2:22][N:21]([CH3:24])[CH2:20][CH2:19]5)[CH2:14][CH2:13]4)[CH:9]=3)=[CH:36][CH:35]=2)[CH:26]=[CH:27][CH:28]=[CH:29][CH:30]=1. The catalyst class is: 108. Reactant: [Cl:1][C:2]1[C:3]2[C:10](I)=[CH:9][N:8]([C@H:12]3[CH2:17][CH2:16][C@@H:15]([N:18]4[CH2:23][CH2:22][N:21]([CH3:24])[CH2:20][CH2:19]4)[CH2:14][CH2:13]3)[C:4]=2[N:5]=[CH:6][N:7]=1.[C:25]1([NH:31][C:32](=[O:49])[CH2:33][C:34]2[CH:39]=[CH:38][C:37](B3OC(C)(C)C(C)(C)O3)=[CH:36][CH:35]=2)[CH:30]=[CH:29][CH:28]=[CH:27][CH:26]=1.O.C(=O)([O-])[O-].[Na+].[Na+]. (4) Reactant: [CH:1]([C:4]1[CH:9]=[CH:8][C:7]([N:10]2[C:14](=[O:15])[CH2:13][CH:12]([CH2:16][N:17]3[CH:21]=[C:20]([C:22]4[NH:30][C:29]5[C:28](=[O:31])[N:27]([CH2:32][CH2:33][CH3:34])[C:26](=[O:35])[N:25]([CH2:36][CH2:37][CH3:38])[C:24]=5[N:23]=4)[CH:19]=[N:18]3)[CH2:11]2)=[CH:6][CH:5]=1)([CH3:3])[CH3:2].[C:39](=O)([O-])[O-].[K+].[K+].CI.CN(C=O)C. Product: [CH:1]([C:4]1[CH:9]=[CH:8][C:7]([N:10]2[C:14](=[O:15])[CH2:13][CH:12]([CH2:16][N:17]3[CH:21]=[C:20]([C:22]4[N:30]([CH3:39])[C:29]5[C:28](=[O:31])[N:27]([CH2:32][CH2:33][CH3:34])[C:26](=[O:35])[N:25]([CH2:36][CH2:37][CH3:38])[C:24]=5[N:23]=4)[CH:19]=[N:18]3)[CH2:11]2)=[CH:6][CH:5]=1)([CH3:3])[CH3:2]. The catalyst class is: 6.